From a dataset of Peptide-MHC class II binding affinity with 134,281 pairs from IEDB. Regression. Given a peptide amino acid sequence and an MHC pseudo amino acid sequence, predict their binding affinity value. This is MHC class II binding data. (1) The peptide sequence is RVWITNNPHMQDKTM. The MHC is DRB3_0101 with pseudo-sequence DRB3_0101. The binding affinity (normalized) is 0.404. (2) The peptide sequence is SQDLELSWNLNGLQFY. The MHC is DRB1_1302 with pseudo-sequence DRB1_1302. The binding affinity (normalized) is 0.622. (3) The peptide sequence is GVSVITPGTNASSEV. The binding affinity (normalized) is 0.644. The MHC is DRB1_0101 with pseudo-sequence DRB1_0101. (4) The peptide sequence is GEGIPLYDAIKCMRT. The MHC is DRB1_0802 with pseudo-sequence DRB1_0802. The binding affinity (normalized) is 0.104. (5) The peptide sequence is AHGETVSAVAELIGD. The MHC is DRB1_0401 with pseudo-sequence DRB1_0401. The binding affinity (normalized) is 0.